From a dataset of Peptide-MHC class I binding affinity with 185,985 pairs from IEDB/IMGT. Regression. Given a peptide amino acid sequence and an MHC pseudo amino acid sequence, predict their binding affinity value. This is MHC class I binding data. (1) The binding affinity (normalized) is 0.179. The peptide sequence is SGYNFSLGA. The MHC is H-2-Db with pseudo-sequence H-2-Db. (2) The peptide sequence is RIAQGVLQR. The MHC is HLA-B35:01 with pseudo-sequence HLA-B35:01. The binding affinity (normalized) is 0.0847. (3) The peptide sequence is AMHYIRHRA. The MHC is HLA-A11:01 with pseudo-sequence HLA-A11:01. The binding affinity (normalized) is 0.0847. (4) The MHC is HLA-A30:01 with pseudo-sequence HLA-A30:01. The binding affinity (normalized) is 0.0847. The peptide sequence is DVSPLMHLF. (5) The peptide sequence is AGAKAAAAV. The MHC is HLA-A02:02 with pseudo-sequence HLA-A02:02. The binding affinity (normalized) is 0.544. (6) The peptide sequence is KMLRGMPL. The MHC is H-2-Db with pseudo-sequence H-2-Db. The binding affinity (normalized) is 0.